This data is from Forward reaction prediction with 1.9M reactions from USPTO patents (1976-2016). The task is: Predict the product of the given reaction. (1) Given the reactants Br[C:2]1[CH:30]=[CH:29][C:5]([CH2:6][C@@H:7]([C:26]([OH:28])=[O:27])[NH:8][C:9]([C@H:11]2[CH2:16][CH2:15][C@H:14]([CH2:17][NH:18][C:19]([O:21][C:22]([CH3:25])([CH3:24])[CH3:23])=[O:20])[CH2:13][CH2:12]2)=[O:10])=[CH:4][CH:3]=1.[CH:31]([NH:34][C:35]([C:37]1[N:42]=[C:41]([CH3:43])[C:40](OB(O)O)=[CH:39][CH:38]=1)=[O:36])([CH3:33])[CH3:32].C(=O)([O-])[O-].[Na+].[Na+], predict the reaction product. The product is: [C:22]([O:21][C:19]([NH:18][CH2:17][C@H:14]1[CH2:15][CH2:16][C@H:11]([C:9]([NH:8][C@H:7]([C:26]([OH:28])=[O:27])[CH2:6][C:5]2[CH:29]=[CH:30][C:2]([C:40]3[C:41]([CH3:43])=[N:42][C:37]([C:35](=[O:36])[NH:34][CH:31]([CH3:32])[CH3:33])=[CH:38][CH:39]=3)=[CH:3][CH:4]=2)=[O:10])[CH2:12][CH2:13]1)=[O:20])([CH3:25])([CH3:24])[CH3:23]. (2) Given the reactants [C:1]([S:4][CH2:5][CH2:6][C:7]([F:13])([F:12])[C:8]([F:11])([F:10])[F:9])(=O)[CH3:2].BrCC[CH2:17][Cl:18], predict the reaction product. The product is: [F:12][C:7]([F:13])([C:8]([F:11])([F:10])[F:9])[CH2:6][CH2:5][S:4][CH2:1][CH2:2][CH2:17][Cl:18]. (3) Given the reactants [BH4-].[Na+].[F:3][C:4]1[CH:9]=[CH:8][C:7]([C:10]2[NH:14][C:13](/[CH:15]=[CH:16]/[C:17]3[CH:22]=[CH:21][C:20]([N:23]4[CH:27]=[C:26]([CH3:28])[N:25]=[CH:24]4)=[C:19]([O:29][CH3:30])[CH:18]=3)=[N:12][CH:11]=2)=[CH:6][CH:5]=1.CI.O.[C:34](=O)(O)[O-].[Na+], predict the reaction product. The product is: [F:3][C:4]1[CH:5]=[CH:6][C:7]([C:10]2[N:14]([CH3:34])[CH:13](/[CH:15]=[CH:16]/[C:17]3[CH:22]=[CH:21][C:20]([N:23]4[CH:27]=[C:26]([CH3:28])[N:25]=[CH:24]4)=[C:19]([O:29][CH3:30])[CH:18]=3)[NH:12][CH:11]=2)=[CH:8][CH:9]=1.